This data is from Full USPTO retrosynthesis dataset with 1.9M reactions from patents (1976-2016). The task is: Predict the reactants needed to synthesize the given product. (1) The reactants are: [CH3:1][O:2][C:3]1[CH:8]=[C:7]([O:9][CH3:10])[CH:6]=[C:5]([O:11][CH3:12])[C:4]=1[C:13]1[N:14]=[N:15][NH:16][N:17]=1.[CH2:18]=O. Given the product [CH3:18][N:15]1[N:16]=[N:17][C:13]([C:4]2[C:5]([O:11][CH3:12])=[CH:6][C:7]([O:9][CH3:10])=[CH:8][C:3]=2[O:2][CH3:1])=[N:14]1, predict the reactants needed to synthesize it. (2) The reactants are: ClC1C=C2C(=CC=1)[N:7](S(C1C=CC=CC=1)(=O)=O)C(C(OCC)=O)=C2S(Cl)(=O)=O.[I:29][C:30]1[CH:31]=[C:32]2[C:36](=[CH:37][CH:38]=1)[N:35](S(C1C=CC=CC=1)(=O)=O)[C:34]([C:48]([O:50]CC)=O)=[C:33]2[S:53](Cl)(=[O:55])=[O:54].Cl.CN.Cl.[NH2:61][CH2:62][CH2:63][S:64]([NH2:67])(=[O:66])=[O:65]. Given the product [I:29][C:30]1[CH:31]=[C:32]2[C:36](=[CH:37][CH:38]=1)[NH:35][C:34]([C:48]([NH2:7])=[O:50])=[C:33]2[S:53]([NH:61][CH2:62][CH2:63][S:64]([NH2:67])(=[O:66])=[O:65])(=[O:54])=[O:55], predict the reactants needed to synthesize it. (3) Given the product [NH2:25]/[C:7](/[CH:8]([CH2:11][S:12][CH3:13])[CH2:9][CH3:10])=[C:6](/[C:15]#[N:16])\[C:5]([O:4][CH2:1][CH2:2][CH3:3])=[O:17], predict the reactants needed to synthesize it. The reactants are: [CH2:1]([O:4][C:5](=[O:17])[C:6]([C:15]#[N:16])=[C:7](O)[CH:8]([CH2:11][S:12][CH3:13])[CH2:9][CH3:10])[CH2:2][CH3:3].O=P(Cl)(Cl)Cl.C([N:25](CC)CC)C. (4) Given the product [Cl:29][C:26]1[CH:27]=[CH:28][C:23]([N:20]2[CH2:21][CH2:22][CH:17]([CH2:16][C:12]3[N:11]=[C:10]([C:30]([NH:32][CH2:33][C:34]([O:36][CH2:37][CH3:38])=[O:35])=[O:31])[C:9]([OH:8])=[C:14]([CH3:15])[N:13]=3)[CH2:18][CH2:19]2)=[CH:24][CH:25]=1, predict the reactants needed to synthesize it. The reactants are: C([O:8][C:9]1[C:10]([C:30]([NH:32][CH2:33][C:34]([O:36][CH2:37][CH3:38])=[O:35])=[O:31])=[N:11][C:12]([CH2:16][CH:17]2[CH2:22][CH2:21][N:20]([C:23]3[CH:28]=[CH:27][C:26]([Cl:29])=[CH:25][CH:24]=3)[CH2:19][CH2:18]2)=[N:13][C:14]=1[CH3:15])C1C=CC=CC=1.Cl.[OH-].[Na+].